Dataset: Full USPTO retrosynthesis dataset with 1.9M reactions from patents (1976-2016). Task: Predict the reactants needed to synthesize the given product. (1) The reactants are: [C:1]([Si:5]([CH3:24])([CH3:23])[O:6][C@H:7]1[CH2:12][CH2:11][C@H:10]([O:13][C:14]2[CH:21]=[CH:20][C:19]([Cl:22])=[CH:18][C:15]=2[CH:16]=O)[CH2:9][CH2:8]1)([CH3:4])([CH3:3])[CH3:2].[CH3:25][Si:26]([CH3:33])([CH3:32])N[Si:26]([CH3:33])([CH3:32])[CH3:25].C([Li])CCC.C[Si](Cl)(C)C.[CH2:44]([N:46](CC)CC)[CH3:45].C(Cl)(=[O:53])C. Given the product [C:1]([Si:5]([CH3:23])([CH3:24])[O:6][C@H:7]1[CH2:8][CH2:9][C@H:10]([O:13][C:14]2[CH:21]=[CH:20][C:19]([Cl:22])=[CH:18][C:15]=2[CH:16]=[N:46][C:44]([O:53][Si:26]([CH3:33])([CH3:32])[CH3:25])=[CH2:45])[CH2:11][CH2:12]1)([CH3:3])([CH3:4])[CH3:2], predict the reactants needed to synthesize it. (2) Given the product [F:48][C:49]1[CH:50]=[C:51]2[C:55](=[CH:56][CH:57]=1)[N:54]([NH:58][C:8]([C:7]1[C:2]([CH3:1])=[N:3][C:4]([C:11]3[CH:12]=[N:13][CH:14]=[CH:15][CH:16]=3)=[N:5][CH:6]=1)=[O:10])[CH2:53][C:52]2([CH3:60])[CH3:59], predict the reactants needed to synthesize it. The reactants are: [CH3:1][C:2]1[C:7]([C:8]([OH:10])=O)=[CH:6][N:5]=[C:4]([C:11]2[CH:12]=[N:13][CH:14]=[CH:15][CH:16]=2)[N:3]=1.CN(C(SC1[N+]([O-])=CC=CC=1)=[N+](C)C)C.F[P-](F)(F)(F)(F)F.CCN(C(C)C)C(C)C.[F:48][C:49]1[CH:50]=[C:51]2[C:55](=[CH:56][CH:57]=1)[N:54]([NH2:58])[CH2:53][C:52]2([CH3:60])[CH3:59]. (3) Given the product [I:7][C:8]1[CH:9]=[C:10]([O:14][C:15]2[CH:16]=[C:17]([CH2:18][NH2:19])[CH:20]=[CH:21][CH:22]=2)[CH:11]=[CH:12][CH:13]=1, predict the reactants needed to synthesize it. The reactants are: B.C1COCC1.[I:7][C:8]1[CH:9]=[C:10]([O:14][C:15]2[CH:16]=[C:17]([CH:20]=[CH:21][CH:22]=2)[C:18]#[N:19])[CH:11]=[CH:12][CH:13]=1.Cl. (4) Given the product [C:1]([O:9][CH:10]1[C:18]2[C:13](=[CH:14][CH:15]=[C:16]([CH3:19])[CH:17]=2)[N:12]([CH2:20][CH2:21][CH3:23])[C:11]1=[O:22])(=[O:8])[C:2]1[CH:3]=[CH:4][CH:5]=[CH:6][CH:7]=1, predict the reactants needed to synthesize it. The reactants are: [C:1]([O:9][CH:10]1[C:18]2[C:13](=[CH:14][CH:15]=[C:16]([CH3:19])[CH:17]=2)[N:12]([CH2:20][CH3:21])[C:11]1=[O:22])(=[O:8])[C:2]1[CH:7]=[CH:6][CH:5]=[CH:4][CH:3]=1.[CH3:23]C1C=C2C(=CC=1)N(CCC)C(=O)C2=O. (5) Given the product [CH2:34]([O:1][C@H:2]1[CH2:6][N:5]([CH:7]2[CH2:12][CH2:11][O:10][CH2:9][CH2:8]2)[CH2:4][C@@H:3]1[NH:13][C:14](=[O:29])[CH2:15][NH:16][C:17](=[O:28])[C:18]1[CH:23]=[CH:22][CH:21]=[C:20]([C:24]([F:25])([F:26])[F:27])[CH:19]=1)[CH:33]=[CH2:32], predict the reactants needed to synthesize it. The reactants are: [OH:1][C@H:2]1[CH2:6][N:5]([CH:7]2[CH2:12][CH2:11][O:10][CH2:9][CH2:8]2)[CH2:4][C@@H:3]1[NH:13][C:14](=[O:29])[CH2:15][NH:16][C:17](=[O:28])[C:18]1[CH:23]=[CH:22][CH:21]=[C:20]([C:24]([F:27])([F:26])[F:25])[CH:19]=1.[H-].[Na+].[CH2:32](Br)[CH:33]=[CH2:34].